Dataset: NCI-60 drug combinations with 297,098 pairs across 59 cell lines. Task: Regression. Given two drug SMILES strings and cell line genomic features, predict the synergy score measuring deviation from expected non-interaction effect. (1) Drug 1: CC=C1C(=O)NC(C(=O)OC2CC(=O)NC(C(=O)NC(CSSCCC=C2)C(=O)N1)C(C)C)C(C)C. Drug 2: C1C(C(OC1N2C=NC3=C2NC=NCC3O)CO)O. Cell line: COLO 205. Synergy scores: CSS=60.6, Synergy_ZIP=-3.13, Synergy_Bliss=-2.58, Synergy_Loewe=-59.4, Synergy_HSA=-2.85. (2) Drug 1: CC1=C(C=C(C=C1)NC2=NC=CC(=N2)N(C)C3=CC4=NN(C(=C4C=C3)C)C)S(=O)(=O)N.Cl. Drug 2: C1C(C(OC1N2C=NC(=NC2=O)N)CO)O. Cell line: CAKI-1. Synergy scores: CSS=23.3, Synergy_ZIP=-2.99, Synergy_Bliss=-1.67, Synergy_Loewe=3.82, Synergy_HSA=4.54. (3) Drug 1: COC1=NC(=NC2=C1N=CN2C3C(C(C(O3)CO)O)O)N. Drug 2: CS(=O)(=O)CCNCC1=CC=C(O1)C2=CC3=C(C=C2)N=CN=C3NC4=CC(=C(C=C4)OCC5=CC(=CC=C5)F)Cl. Cell line: HOP-92. Synergy scores: CSS=5.69, Synergy_ZIP=-3.10, Synergy_Bliss=-4.88, Synergy_Loewe=-8.02, Synergy_HSA=-3.29. (4) Drug 1: CC12CCC(CC1=CCC3C2CCC4(C3CC=C4C5=CN=CC=C5)C)O. Drug 2: CC1C(C(CC(O1)OC2CC(OC(C2O)C)OC3=CC4=CC5=C(C(=O)C(C(C5)C(C(=O)C(C(C)O)O)OC)OC6CC(C(C(O6)C)O)OC7CC(C(C(O7)C)O)OC8CC(C(C(O8)C)O)(C)O)C(=C4C(=C3C)O)O)O)O. Cell line: SNB-19. Synergy scores: CSS=44.6, Synergy_ZIP=26.3, Synergy_Bliss=18.6, Synergy_Loewe=20.4, Synergy_HSA=19.3. (5) Drug 1: C1=NC2=C(N=C(N=C2N1C3C(C(C(O3)CO)O)O)F)N. Drug 2: C1=CN(C=N1)CC(O)(P(=O)(O)O)P(=O)(O)O. Cell line: SF-539. Synergy scores: CSS=-2.61, Synergy_ZIP=1.31, Synergy_Bliss=0.846, Synergy_Loewe=-3.50, Synergy_HSA=-2.47. (6) Drug 1: CCC(=C(C1=CC=CC=C1)C2=CC=C(C=C2)OCCN(C)C)C3=CC=CC=C3.C(C(=O)O)C(CC(=O)O)(C(=O)O)O. Drug 2: C1CC(C1)(C(=O)O)C(=O)O.[NH2-].[NH2-].[Pt+2]. Cell line: SNB-19. Synergy scores: CSS=12.3, Synergy_ZIP=-5.07, Synergy_Bliss=-2.30, Synergy_Loewe=-2.67, Synergy_HSA=-1.38. (7) Drug 2: CCC1(CC2CC(C3=C(CCN(C2)C1)C4=CC=CC=C4N3)(C5=C(C=C6C(=C5)C78CCN9C7C(C=CC9)(C(C(C8N6C=O)(C(=O)OC)O)OC(=O)C)CC)OC)C(=O)OC)O.OS(=O)(=O)O. Cell line: NCI-H522. Synergy scores: CSS=39.4, Synergy_ZIP=-2.66, Synergy_Bliss=-1.31, Synergy_Loewe=-14.3, Synergy_HSA=-0.0912. Drug 1: C1CCC(C1)C(CC#N)N2C=C(C=N2)C3=C4C=CNC4=NC=N3. (8) Drug 1: CS(=O)(=O)C1=CC(=C(C=C1)C(=O)NC2=CC(=C(C=C2)Cl)C3=CC=CC=N3)Cl. Drug 2: CCC(=C(C1=CC=CC=C1)C2=CC=C(C=C2)OCCN(C)C)C3=CC=CC=C3.C(C(=O)O)C(CC(=O)O)(C(=O)O)O. Cell line: U251. Synergy scores: CSS=5.88, Synergy_ZIP=-1.97, Synergy_Bliss=0.00470, Synergy_Loewe=-0.403, Synergy_HSA=-0.413. (9) Drug 1: C1CC(=O)NC(=O)C1N2C(=O)C3=CC=CC=C3C2=O. Drug 2: COCCOC1=C(C=C2C(=C1)C(=NC=N2)NC3=CC=CC(=C3)C#C)OCCOC.Cl. Cell line: NCI-H460. Synergy scores: CSS=-2.22, Synergy_ZIP=-0.120, Synergy_Bliss=-1.30, Synergy_Loewe=-2.70, Synergy_HSA=-1.78. (10) Drug 1: CC(C1=C(C=CC(=C1Cl)F)Cl)OC2=C(N=CC(=C2)C3=CN(N=C3)C4CCNCC4)N. Drug 2: COC1=NC(=NC2=C1N=CN2C3C(C(C(O3)CO)O)O)N. Cell line: HOP-62. Synergy scores: CSS=-3.93, Synergy_ZIP=1.24, Synergy_Bliss=0.0945, Synergy_Loewe=-2.47, Synergy_HSA=-2.65.